From a dataset of Peptide-MHC class II binding affinity with 134,281 pairs from IEDB. Regression. Given a peptide amino acid sequence and an MHC pseudo amino acid sequence, predict their binding affinity value. This is MHC class II binding data. The peptide sequence is KAYQQGVTVDSI. The MHC is DRB1_1101 with pseudo-sequence DRB1_1101. The binding affinity (normalized) is 0.0124.